Dataset: Full USPTO retrosynthesis dataset with 1.9M reactions from patents (1976-2016). Task: Predict the reactants needed to synthesize the given product. (1) Given the product [N:1]1[CH:6]=[CH:5][CH:4]=[C:3]([C:7]2[N:23]=[C:10]3[CH:11]=[CH:12][C:13]([NH2:15])=[CH:14][N:9]3[N:8]=2)[CH:2]=1, predict the reactants needed to synthesize it. The reactants are: [N:1]1[CH:6]=[CH:5][CH:4]=[C:3]([C:7]2[N:23]=[C:10]3[CH:11]=[CH:12][C:13]([NH:15]C(=O)OC(C)(C)C)=[CH:14][N:9]3[N:8]=2)[CH:2]=1.Cl.C(OCC)C. (2) Given the product [CH2:1]([N:7]1[CH2:12][CH:11]2[CH:9]([C:10]2([CH3:25])[C:13]2[CH:18]=[CH:17][CH:16]=[C:15]([C:19]3[CH:24]=[CH:23][CH:22]=[CH:21][N:20]=3)[CH:14]=2)[CH2:8]1)[CH2:2][CH2:3][CH2:4][CH2:5][CH3:6], predict the reactants needed to synthesize it. The reactants are: [CH2:1]([N:7]1[CH2:12][CH:11]2[CH:9]([C:10]2([CH3:25])[C:13]2[CH:18]=[CH:17][CH:16]=[C:15]([C:19]3[CH:24]=[CH:23][CH:22]=[CH:21][N:20]=3)[CH:14]=2)[C:8]1=O)[CH2:2][CH2:3][CH2:4][CH2:5][CH3:6].[H-].[Al+3].[Li+].[H-].[H-].[H-]. (3) The reactants are: [C:1]([C:5]1[NH:9][C:8]([C:10]2[N:15]=[C:14]3[N:16]([C@H:20]([CH3:25])[C:21]([CH3:24])([CH3:23])[CH3:22])[C:17]([NH2:19])=[N:18][C:13]3=[CH:12][CH:11]=2)=[C:7]([C:26]2[CH:31]=[CH:30][C:29]([F:32])=[CH:28][CH:27]=2)[N:6]=1)([CH3:4])([CH3:3])[CH3:2].[CH3:33][S:34]([OH:37])(=[O:36])=[O:35]. Given the product [CH3:33][S:34]([OH:37])(=[O:36])=[O:35].[C:1]([C:5]1[NH:9][C:8]([C:10]2[N:15]=[C:14]3[N:16]([C@H:20]([CH3:25])[C:21]([CH3:24])([CH3:22])[CH3:23])[C:17]([NH2:19])=[N:18][C:13]3=[CH:12][CH:11]=2)=[C:7]([C:26]2[CH:27]=[CH:28][C:29]([F:32])=[CH:30][CH:31]=2)[N:6]=1)([CH3:2])([CH3:3])[CH3:4], predict the reactants needed to synthesize it.